Dataset: Experimentally validated miRNA-target interactions with 360,000+ pairs, plus equal number of negative samples. Task: Binary Classification. Given a miRNA mature sequence and a target amino acid sequence, predict their likelihood of interaction. (1) The miRNA is hsa-miR-615-3p with sequence UCCGAGCCUGGGUCUCCCUCUU. The protein sequence of the target gene is MARKVVSRKRKAPASPGAGSDAQGPQFGWDHSLHKRKRLPPVKRSLVYYLKNREVRLQNETSYSRVLHGYAAQQLPSLLKEREFHLGTLNKVFASQWLNHRQVVCGTKCNTLFVVDVQTSQITKIPILKDREPGGVTQQGCGIHAIELNPSRTLLATGGDNPNSLAIYRLPTLDPVCVGDDGHKDWIFSIAWISDTMAVSGSRDGSMGLWEVTDDVLTKSDARHNVSRVPVYAHITHKALKDIPKEDTNPDNCKVRALAFNNKNKELGAVSLDGYFHLWKAENTLSKLLSTKLPYCRENV.... Result: 1 (interaction). (2) The miRNA is bta-miR-17-5p with sequence CAAAGUGCUUACAGUGCAGGUAGU. The protein sequence of the target gene is MICLVLTIFANLFPAACTGAHERTFLAVKPDGVQRRLVGEIVRRFERKGFKLVALKLVQASEELLREHYAELRERPFYGRLVKYMASGPVVAMVWQGLDVVRTSRALIGATNPADAPPGTIRGDFCIEVGKNLIHGSDSVESARREIALWFRADELLCWEDSAGHWLYE. Result: 0 (no interaction). (3) The miRNA is hsa-miR-1914-3p with sequence GGAGGGGUCCCGCACUGGGAGG. The protein sequence of the target gene is MCRCSLVLLSVDHEVPFSSFFIGWRTEGRAWRAGRPDMADGSGWQPPRPCEAYRAEWKLCRSARHFLHHYYVHGERPACEQWQRDLASCRDWEERRNAEAQQSLCESERARVRAARKHILVWAPRQSPPPDWHLPLPQEKDE. Result: 1 (interaction). (4) The miRNA is mmu-miR-369-3p with sequence AAUAAUACAUGGUUGAUCUUU. Result: 0 (no interaction). The protein sequence of the target gene is MLSLKKYLTEGLLQFTILLSLIGVRVDVDTYLTSQLPPLREIILGPSSAYTQTQFHNLRNTLDGYGIHPKSIDLDNYFTARRLLSQVRALDRFQVPTTEVNAWLVHRDPEGSVSGSQPNSGLALESSSGLQDVTGPDNGVRESETEQGFGEDLEDLGAVAPPVSGDLTKEDIDLIDILWRQDIDLGAGREVFDYSHRQKEQDVEKELRDGGEQDTWAGEGAEALARNLLVDGETGESFPAQVPSGEDQTALSLEECLRLLEATCPFGENAEFPADISSITEAVPSESEPPALQNNLLSPL.... (5) The protein sequence of the target gene is MSHTILLVQPTKRPEGRTYADYESVNECMEGVCKMYEEHLKRMNPNSPSITYDISQLFDFIDDLADLSCLVYRADTQTYQPYNKDWIKEKIYVLLRRQAQQAGK. Result: 1 (interaction). The miRNA is hsa-miR-548h-5p with sequence AAAAGUAAUCGCGGUUUUUGUC. (6) The miRNA is hsa-miR-3657 with sequence UGUGUCCCAUUAUUGGUGAUU. The protein sequence of the target gene is MSTDTGVSLPSYEEDQGSKLIRKAKEAPFVPVGIAGFAAIVAYGLYKLKSRGNTKMSIHLIHMRVAAQGFVVGAMTVGMGYSMYREFWAKPKP. Result: 0 (no interaction). (7) The miRNA is hsa-miR-6779-5p with sequence CUGGGAGGGGCUGGGUUUGGC. The protein sequence of the target gene is MEASDGQGGEGDKPLEQVTNVSCLETSSSASPARDSLMRHAKGLDQDTFKTCKEYLRPLKKFLRKLHLPRDLPQKKKLKYMKQSLVVLGDHINTFLQHYCQAWEIKHWRKMLWRFISLFSELEAKQLRRLYKYTKSSQPAKFLVTFCASDAPERSLLADREDSLPKLCHAWGLHSNISGMKERLSNMQTPGQGSPLPGQPRSQDHVKKDSLRELSQKPKLKRKRIKEAPETPETEP. Result: 0 (no interaction). (8) The miRNA is hsa-miR-890 with sequence UACUUGGAAAGGCAUCAGUUG. The protein sequence of the target gene is MPGHNTSRNSSCDPIVTPHLISLYFIVLIGGLVGVISILFLLVKMNTRSVTTMAVINLVVVHSVFLLTVPFRLTYLIKKTWMFGLPFCKFVSAMLHIHMYLTFLFYVVILVTRYLIFFKCKDKVEFYRKLHAVAASAGMWTLVIVIVVPLVVSRYGIHEEYNEEHCFKFHKELAYTYVKIINYMIVIFVIAVAVILLVFQVFIIMLMVQKLRHSLLSHQEFWAQLKNLFFIGVILVCFLPYQFFRIYYLNVVTHSNACNSKVAFYNEIFLSVTAISCYDLLLFVFGGSHWFKQKIIGLWN.... Result: 0 (no interaction). (9) The miRNA is hsa-miR-7108-5p with sequence GUGUGGCCGGCAGGCGGGUGG. The protein sequence of the target gene is MAERPGPPGGAVSATAYPDTPAEFPPHLQAGAMRRRFWGVFNCLCAGAFGALAAASAKLAFGSEVSMGLCVLGIIVMASTNSLMWTFFSRGLSFSMSSAIASVTVTFSNILSSAFLGYVLYGECQEVLWWGGVFLILCGLTLIHRKLPPTWKPLPHKQQ. Result: 0 (no interaction).